From a dataset of Full USPTO retrosynthesis dataset with 1.9M reactions from patents (1976-2016). Predict the reactants needed to synthesize the given product. (1) Given the product [CH3:93][C@@H:87]1[CH2:88][N:89]([CH3:92])[CH2:90][CH2:91][N:86]1[C:83]1[CH:84]=[CH:85][C:80]([NH:79][C:77]2[C:76](=[O:94])[N:75]([CH3:95])[CH:74]=[C:73]([C:53]3[C:52]([CH2:51][OH:50])=[C:57]([N:58]4[CH2:70][CH2:69][N:61]5[C:62]6[CH2:63][CH2:64][CH2:65][CH2:66][C:67]=6[CH:68]=[C:60]5[C:59]4=[O:71])[CH:56]=[C:55]([F:72])[CH:54]=3)[CH:78]=2)=[N:81][CH:82]=1, predict the reactants needed to synthesize it. The reactants are: C[C@H]1N(C)CCN(C2C=CC(NC3C(=O)N(C)C=C(C4C(CO)=C(N5CCN6C7CCCCC=7C=C6C5=O)C=C(F)C=4)C=3)=NC=2)C1.C([O:50][CH2:51][C:52]1[C:57]([N:58]2[CH2:70][CH2:69][N:61]3[C:62]4[CH2:63][CH2:64][CH2:65][CH2:66][C:67]=4[CH:68]=[C:60]3[C:59]2=[O:71])=[CH:56][C:55]([F:72])=[CH:54][C:53]=1[C:73]1[CH:78]=[C:77]([NH:79][C:80]2[CH:85]=[CH:84][C:83]([N:86]3[CH2:91][CH2:90][N:89]([CH3:92])[CH2:88][C@H:87]3[CH3:93])=[CH:82][N:81]=2)[C:76](=[O:94])[N:75]([CH3:95])[CH:74]=1)(=O)C.[OH-].[Li+]. (2) Given the product [NH2:22][C:18]1[CH:17]=[C:16]([NH:15][C:13]2[N:14]=[C:9]([NH:8][CH2:7][C:5]3[O:6][C:2]([CH3:1])=[CH:3][CH:4]=3)[N:10]=[C:11]([O:25][CH2:26][C:27]([F:28])([F:29])[F:30])[N:12]=2)[CH:21]=[CH:20][CH:19]=1, predict the reactants needed to synthesize it. The reactants are: [CH3:1][C:2]1[O:6][C:5]([CH2:7][NH:8][C:9]2[N:14]=[C:13]([NH:15][C:16]3[CH:21]=[CH:20][CH:19]=[C:18]([N+:22]([O-])=O)[CH:17]=3)[N:12]=[C:11]([O:25][CH2:26][C:27]([F:30])([F:29])[F:28])[N:10]=2)=[CH:4][CH:3]=1.O.NN. (3) Given the product [OH:8][C@H:9]([CH3:39])[C@@H:10]([NH:26][C:27]1[CH:34]=[CH:33][C:30]([C:31]#[N:32])=[C:29]([C:35]([F:36])([F:37])[F:38])[CH:28]=1)[C:11]1[O:12][C:13]([C:16]2[CH:17]=[CH:18][C:19]([S:22]([CH3:25])(=[O:24])=[O:23])=[CH:20][CH:21]=2)=[N:14][N:15]=1, predict the reactants needed to synthesize it. The reactants are: [Si]([O:8][C@H:9]([CH3:39])[C@@H:10]([NH:26][C:27]1[CH:34]=[CH:33][C:30]([C:31]#[N:32])=[C:29]([C:35]([F:38])([F:37])[F:36])[CH:28]=1)[C:11]1[O:12][C:13]([C:16]2[CH:21]=[CH:20][C:19]([S:22]([CH3:25])(=[O:24])=[O:23])=[CH:18][CH:17]=2)=[N:14][N:15]=1)(C(C)(C)C)(C)C.CCCC[N+](CCCC)(CCCC)CCCC.[F-]. (4) Given the product [CH3:1][C:2]1[CH:7]=[CH:6][C:5]([S:8]([NH:11][C@H:12]([CH2:14][C:15]#[CH:16])[CH3:13])(=[O:10])=[O:9])=[CH:4][CH:3]=1, predict the reactants needed to synthesize it. The reactants are: [CH3:1][C:2]1[CH:7]=[CH:6][C:5]([S:8]([NH:11][C@H:12]([CH2:14][C:15]#[C:16][Si](C)(C)C)[CH3:13])(=[O:10])=[O:9])=[CH:4][CH:3]=1.C([O-])([O-])=O.[K+].[K+].